Dataset: Full USPTO retrosynthesis dataset with 1.9M reactions from patents (1976-2016). Task: Predict the reactants needed to synthesize the given product. (1) Given the product [F:15][C:2]([F:1])([F:14])[C:3]1[CH:8]=[CH:7][N:6]=[C:5]([C:9]2([CH2:12][NH:13][C:21](=[O:22])[O:20][C:17]([CH3:19])([CH3:18])[CH3:16])[CH2:11][CH2:10]2)[N:4]=1, predict the reactants needed to synthesize it. The reactants are: [F:1][C:2]([F:15])([F:14])[C:3]1[CH:8]=[CH:7][N:6]=[C:5]([C:9]2([C:12]#[N:13])[CH2:11][CH2:10]2)[N:4]=1.[CH3:16][C:17]([O:20][C:21](O[C:21]([O:20][C:17]([CH3:19])([CH3:18])[CH3:16])=[O:22])=[O:22])([CH3:19])[CH3:18].[BH4-].[Na+].NCCNCCN. (2) Given the product [NH2:1][C:2]1[C:7]2[C:8](=[O:24])[N:9]([C:14]3[CH:15]=[CH:16][C:17]([C:20]([O:23][CH2:31][CH3:32])([CH3:21])[CH3:22])=[CH:18][CH:19]=3)[CH2:10][C@@H:11]([CH3:13])[O:12][C:6]=2[N:5]=[CH:4][N:3]=1, predict the reactants needed to synthesize it. The reactants are: [NH2:1][C:2]1[C:7]2[C:8](=[O:24])[N:9]([C:14]3[CH:19]=[CH:18][C:17]([C:20]([OH:23])([CH3:22])[CH3:21])=[CH:16][CH:15]=3)[CH2:10][C@@H:11]([CH3:13])[O:12][C:6]=2[N:5]=[CH:4][N:3]=1.Cl.C(=O)(O)[O-].[Na+].[CH2:31](O)[CH3:32]. (3) Given the product [Cl:10][C:11]1[CH:12]=[C:13]([CH:17]([C:20]2[CH:25]=[CH:24][C:23]([N+:26]([O-:28])=[O:27])=[CH:22][CH:21]=2)[CH2:18][N:19]=[C:1]=[S:2])[CH:14]=[CH:15][CH:16]=1, predict the reactants needed to synthesize it. The reactants are: [C:1](Cl)(Cl)=[S:2].C(=O)(O)[O-].[Na+].[Cl:10][C:11]1[CH:12]=[C:13]([CH:17]([C:20]2[CH:25]=[CH:24][C:23]([N+:26]([O-:28])=[O:27])=[CH:22][CH:21]=2)[CH2:18][NH2:19])[CH:14]=[CH:15][CH:16]=1.